This data is from Reaction yield outcomes from USPTO patents with 853,638 reactions. The task is: Predict the reaction yield, written as a fraction of the theoretical maximum amount of product (1.0 means a 100% yield; for example, 0.34 means a 34% yield). (1) The reactants are Br.[OH:2][C:3]1[CH:8]=[CH:7][N:6]2[CH:9]=[C:10]([C:12]([OH:14])=O)[N:11]=[C:5]2[CH:4]=1.C(N(CC)CC)C.O.ON1C2C=CC=CC=2N=N1.Cl.CN(C)CCCN=C=NCC.[NH2:45][CH:46]1[CH2:51][CH2:50][N:49]([C:52]([O:54][C:55]([CH3:58])([CH3:57])[CH3:56])=[O:53])[CH2:48][CH2:47]1. The catalyst is CN(C)C=O. The product is [OH:2][C:3]1[CH:8]=[CH:7][N:6]2[CH:9]=[C:10]([C:12]([NH:45][CH:46]3[CH2:47][CH2:48][N:49]([C:52]([O:54][C:55]([CH3:58])([CH3:57])[CH3:56])=[O:53])[CH2:50][CH2:51]3)=[O:14])[N:11]=[C:5]2[CH:4]=1. The yield is 0.810. (2) The reactants are [NH:1]1[C:5](=[O:6])[CH2:4][CH2:3][C@H:2]1[C:7]([OH:9])=[O:8].O.[C:11]1(C)[CH:16]=CC(S(O)(=O)=O)=C[CH:12]=1. The catalyst is C(O)(C)C.CCOCC. The product is [NH:1]1[C:5](=[O:6])[CH2:4][CH2:3][C@H:2]1[C:7]([O:9][CH:11]([CH3:16])[CH3:12])=[O:8]. The yield is 0.960.